This data is from Reaction yield outcomes from USPTO patents with 853,638 reactions. The task is: Predict the reaction yield, written as a fraction of the theoretical maximum amount of product (1.0 means a 100% yield; for example, 0.34 means a 34% yield). (1) The reactants are [CH3:1][C:2]1([C:18]([O:20]CC)=[O:19])[CH2:7][CH2:6][CH2:5][N:4]([C:8]([O:10][CH2:11][C:12]2[CH:17]=[CH:16][CH:15]=[CH:14][CH:13]=2)=[O:9])[CH2:3]1.[Li+].[OH-]. The catalyst is C(O)C. The product is [CH2:11]([O:10][C:8]([N:4]1[CH2:5][CH2:6][CH2:7][C:2]([CH3:1])([C:18]([OH:20])=[O:19])[CH2:3]1)=[O:9])[C:12]1[CH:13]=[CH:14][CH:15]=[CH:16][CH:17]=1. The yield is 0.920. (2) The reactants are C1CCC(N=C=NC2CCCCC2)CC1.FC(F)(F)C(O)=O.[NH2:23][CH2:24][CH2:25][N:26]1[C:30](=[O:31])[CH:29]=[CH:28][C:27]1=[O:32]. The catalyst is C(Cl)Cl. The product is [NH2:23][CH2:24][CH2:25][N:26]1[C:30](=[O:31])[CH:29]=[CH:28][C:27]1=[O:32]. The yield is 0.770. (3) The reactants are [O:1]=[C:2]1[CH:8]([CH2:9][C:10]([O:12]C)=[O:11])[CH2:7][C:6]2[CH:14]=[CH:15][C:16]([O:18][CH2:19][CH2:20][CH2:21][N:22]([C:30]3[CH:35]=[CH:34][CH:33]=[CH:32][N:31]=3)[C:23](=[O:29])[CH2:24][C:25]([CH3:28])([CH3:27])[CH3:26])=[CH:17][C:5]=2[CH2:4][N:3]1[CH2:36][C:37]1[CH:42]=[CH:41][C:40]([C:43]([F:46])([F:45])[F:44])=[CH:39][CH:38]=1.N1C=CC=CC=1NCCCOC1C=CC2CC(CC(OCC)=O)C(=O)NCC=2C=1. No catalyst specified. The product is [O:1]=[C:2]1[CH:8]([CH2:9][C:10]([OH:12])=[O:11])[CH2:7][C:6]2[CH:14]=[CH:15][C:16]([O:18][CH2:19][CH2:20][CH2:21][N:22]([C:30]3[CH:35]=[CH:34][CH:33]=[CH:32][N:31]=3)[C:23](=[O:29])[CH2:24][C:25]([CH3:28])([CH3:27])[CH3:26])=[CH:17][C:5]=2[CH2:4][N:3]1[CH2:36][C:37]1[CH:42]=[CH:41][C:40]([C:43]([F:46])([F:44])[F:45])=[CH:39][CH:38]=1. The yield is 0.100. (4) The reactants are [CH3:1][O:2][C:3](=[O:25])[CH2:4][N:5]1[C:13]2[C:8](=[CH:9][C:10]([N:14]3[CH:19]=[CH:18][C:17]4[O:20][C:21](Br)=[CH:22][C:16]=4[C:15]3=[O:24])=[CH:11][CH:12]=2)[CH:7]=[N:6]1.[Cl:26][C:27]1[CH:32]=[CH:31][C:30](B(O)O)=[CH:29][CH:28]=1.C([O-])([O-])=O.[K+].[K+]. The catalyst is CS(C)=O.C1C=CC(P(C2C=CC=CC=2)C2C=CC=CC=2)=CC=1.C1C=CC(P(C2C=CC=CC=2)C2C=CC=CC=2)=CC=1.Cl[Pd]Cl. The product is [CH3:1][O:2][C:3](=[O:25])[CH2:4][N:5]1[C:13]2[C:8](=[CH:9][C:10]([N:14]3[CH:19]=[CH:18][C:17]4[O:20][C:21]([C:30]5[CH:31]=[CH:32][C:27]([Cl:26])=[CH:28][CH:29]=5)=[CH:22][C:16]=4[C:15]3=[O:24])=[CH:11][CH:12]=2)[CH:7]=[N:6]1. The yield is 0.460. (5) The reactants are [CH3:1][O:2][CH2:3][CH2:4][N:5]1[CH2:10][CH2:9][CH:8]([C:11]2[CH:20]=[CH:19][C:14]([C:15]([O:17]C)=O)=[CH:13][CH:12]=2)[CH2:7][CH2:6]1.[CH3:21][O:22][C:23]1[CH:24]=[C:25]([CH2:31][CH2:32][C:33]2[CH:34]=[C:35]([NH2:38])[NH:36][N:37]=2)[CH:26]=[C:27]([O:29][CH3:30])[CH:28]=1.C[Al](C)C. The catalyst is C1(C)C=CC=CC=1. The product is [CH3:30][O:29][C:27]1[CH:26]=[C:25]([CH2:31][CH2:32][C:33]2[CH:34]=[C:35]([NH:38][C:15](=[O:17])[C:14]3[CH:13]=[CH:12][C:11]([CH:8]4[CH2:7][CH2:6][N:5]([CH2:4][CH2:3][O:2][CH3:1])[CH2:10][CH2:9]4)=[CH:20][CH:19]=3)[NH:36][N:37]=2)[CH:24]=[C:23]([O:22][CH3:21])[CH:28]=1. The yield is 0.349. (6) The reactants are [F:1][C:2]1[CH:7]=[CH:6][C:5]([CH2:8][C:9]#[N:10])=[CH:4][C:3]=1[O:11][C:12]1[CH:17]=[CH:16][CH:15]=[CH:14][CH:13]=1.C([N-]C(C)C)(C)C.[Li+].[Cl:26][C:27]1[CH:40]=[CH:39][C:30]([C:31]([CH:36]2[CH2:38][CH2:37]2)=[C:32]([F:35])[CH:33]=O)=[CH:29][CH:28]=1. The catalyst is O1CCCC1.C(OCC)(=O)C.Cl. The product is [Cl:26][C:27]1[CH:28]=[CH:29][C:30]([C:31]([CH:36]2[CH2:38][CH2:37]2)=[C:32]([F:35])[CH:33]=[C:8]([C:5]2[CH:6]=[CH:7][C:2]([F:1])=[C:3]([O:11][C:12]3[CH:13]=[CH:14][CH:15]=[CH:16][CH:17]=3)[CH:4]=2)[C:9]#[N:10])=[CH:39][CH:40]=1. The yield is 0.553.